This data is from Reaction yield outcomes from USPTO patents with 853,638 reactions. The task is: Predict the reaction yield, written as a fraction of the theoretical maximum amount of product (1.0 means a 100% yield; for example, 0.34 means a 34% yield). (1) The reactants are [OH:1]/[N:2]=[C:3](/[C@@H:5]1[C@:21]2([CH3:22])[C@H:8]([C@H:9]3[C@H:18]([CH2:19][CH2:20]2)[C@:17]2([CH3:23])[C:12](=[CH:13][C:14](=[O:24])[CH2:15][CH2:16]2)[CH2:11][CH2:10]3)[CH2:7][CH2:6]1)\[CH3:4].[C:25](O)(=[O:32])C1C=CC=NC=1.[CH:34](N(CC)C(C)C)(C)C.CCN=C=N[CH2:48][CH2:49][CH2:50][N:51]([CH3:53])C. The catalyst is CN(C1C=CN=CC=1)C.ClCCl. The product is [CH3:23][C@:17]12[CH2:16][CH2:15][C:14](=[O:24])[CH:13]=[C:12]1[CH2:11][CH2:10][C@@H:9]1[C@@H:18]2[CH2:19][CH2:20][C@@:21]2([CH3:22])[C@H:8]1[CH2:7][CH2:6][C@@H:5]2/[C:3](=[N:2]/[O:1][C:25](=[O:32])[C:50]1[CH:49]=[CH:48][CH:34]=[CH:53][N:51]=1)/[CH3:4]. The yield is 0.800. (2) The reactants are Cl[C@@H:2]([B:9]([OH:11])[OH:10])[CH2:3][C:4]1[CH:8]=[CH:7][S:6][CH:5]=1.[CH3:12][Si:13]([N-:16][Si:17]([CH3:20])([CH3:19])[CH3:18])([CH3:15])[CH3:14].[Li+]. The catalyst is C1COCC1. The product is [CH3:12][Si:13]([N:16]([Si:17]([CH3:20])([CH3:19])[CH3:18])[C@H:2]([B:9]([OH:11])[OH:10])[CH2:3][C:4]1[CH:8]=[CH:7][S:6][CH:5]=1)([CH3:15])[CH3:14]. The yield is 0.530. (3) The reactants are [CH3:1][N:2]1[C:10]2[C:5](=[CH:6][CH:7]=[C:8]([C:11]#[N:12])[CH:9]=2)[CH:4]=[CH:3]1.[H-].[Al+3].[Li+].[H-].[H-].[H-]. The catalyst is C1COCC1. The product is [NH2:12][CH2:11][C:8]1[CH:9]=[C:10]2[C:5]([CH:4]=[CH:3][N:2]2[CH3:1])=[CH:6][CH:7]=1. The yield is 0.910.